From a dataset of Forward reaction prediction with 1.9M reactions from USPTO patents (1976-2016). Predict the product of the given reaction. Given the reactants [F:1][C:2]1[CH:3]=[C:4]2[C:9](=[CH:10][C:11]=1[Cl:12])[CH:8]=[N+:7]([O-])[CH:6]=[CH:5]2.BrC1C=C2C(=CC=1)C([Cl:25])=NC=C2, predict the reaction product. The product is: [F:1][C:2]1[CH:3]=[C:4]2[C:9](=[CH:10][C:11]=1[Cl:12])[C:8]([Cl:25])=[N:7][CH:6]=[CH:5]2.